Predict which catalyst facilitates the given reaction. From a dataset of Catalyst prediction with 721,799 reactions and 888 catalyst types from USPTO. (1) The catalyst class is: 25. Reactant: [Cl:1][C:2]1[CH:7]=[CH:6][C:5]([CH:8](O)[C:9]2[C:10]([C:17]([O:19][CH2:20][CH3:21])=[O:18])=[N:11][N:12]([CH:14]([CH3:16])[CH3:15])[CH:13]=2)=[CH:4][CH:3]=1.[NH2:23][C:24]1[CH:25]=[C:26]([CH3:32])[C:27](=[O:31])[N:28]([CH3:30])[CH:29]=1. Product: [Cl:1][C:2]1[CH:7]=[CH:6][C:5]([CH:8]([NH:23][C:24]2[CH:25]=[C:26]([CH3:32])[C:27](=[O:31])[N:28]([CH3:30])[CH:29]=2)[C:9]2[C:10]([C:17]([O:19][CH2:20][CH3:21])=[O:18])=[N:11][N:12]([CH:14]([CH3:16])[CH3:15])[CH:13]=2)=[CH:4][CH:3]=1. (2) Reactant: [C:1]([O:5][C:6](=[O:23])[NH:7][C@H:8]1[CH2:13][C@@H:12]([C:14]2[CH:19]=[CH:18][CH:17]=[CH:16][CH:15]=2)[C@@H:11]([CH3:20])[NH:10][C:9]1=[N:21][NH2:22])([CH3:4])([CH3:3])[CH3:2].[F:24][C:25]([F:33])([F:32])[C:26]1([C:29](O)=O)[CH2:28][CH2:27]1.ON1C2N=CC=CC=2N=N1.CN1CCOCC1.Cl.CN(C)CCCN=C=NCC.C(=O)(O)[O-].C(O)(=O)C. Product: [C:1]([O:5][C:6](=[O:23])[NH:7][C@H:8]1[CH2:13][C@@H:12]([C:14]2[CH:15]=[CH:16][CH:17]=[CH:18][CH:19]=2)[C@@H:11]([CH3:20])[N:10]2[C:29]([C:26]3([C:25]([F:33])([F:32])[F:24])[CH2:28][CH2:27]3)=[N:22][N:21]=[C:9]12)([CH3:2])([CH3:3])[CH3:4]. The catalyst class is: 545.